Dataset: Full USPTO retrosynthesis dataset with 1.9M reactions from patents (1976-2016). Task: Predict the reactants needed to synthesize the given product. (1) Given the product [CH:1]1([N:5]2[CH2:11][CH2:10][CH2:9][N:8]([C:12]([N:14]3[CH2:15][CH:16]([NH:18][CH2:20][C:21]4[CH:28]=[CH:27][C:24]([C:25]#[N:26])=[CH:23][CH:22]=4)[CH2:17]3)=[O:13])[CH2:7][CH2:6]2)[CH2:4][CH2:3][CH2:2]1, predict the reactants needed to synthesize it. The reactants are: [CH:1]1([N:5]2[CH2:11][CH2:10][CH2:9][N:8]([C:12]([N:14]3[CH2:17][CH:16]([NH2:18])[CH2:15]3)=[O:13])[CH2:7][CH2:6]2)[CH2:4][CH2:3][CH2:2]1.Br[CH2:20][C:21]1[CH:28]=[CH:27][C:24]([C:25]#[N:26])=[CH:23][CH:22]=1.CCN(C(C)C)C(C)C. (2) Given the product [F:21][C:2]([F:1])=[C:3]1[C:12]2[C:7](=[CH:8][CH:9]=[CH:10][CH:11]=2)[NH:6][CH2:5][CH2:4]1, predict the reactants needed to synthesize it. The reactants are: [F:1][C:2]([F:21])=[C:3]1[C:12]2[C:7](=[CH:8][CH:9]=[CH:10][CH:11]=2)[N:6](NC(OC(C)(C)C)=O)[CH2:5][CH2:4]1.Cl. (3) Given the product [CH3:17][C:12]1([CH3:18])[C:13]([CH3:16])([CH3:15])[O:14][B:10]([C:8]2[NH:7][C:6]3[C:2]4([CH2:21][CH2:1]4)[NH:3][C:4](=[O:19])[C:5]=3[CH:9]=2)[O:11]1, predict the reactants needed to synthesize it. The reactants are: [CH3:1][C@@H:2]1[C:6]2[NH:7][C:8]([B:10]3[O:14][C:13]([CH3:16])([CH3:15])[C:12]([CH3:18])([CH3:17])[O:11]3)=[CH:9][C:5]=2[C:4](=[O:19])[NH:3]1.N1C=CC2C(=O)NC3(CC3)[C:21]1=2. (4) Given the product [C:1]([O:5][C:6]([N:8]1[CH2:13][CH2:12][N:11]([C:14]2[CH:19]=[CH:18][CH:17]=[C:16]([C:26]3[CH:25]=[CH:24][C:23]4[C:22]([CH3:41])([CH3:21])[CH2:31][CH2:30][CH2:29][C:28]=4[CH:27]=3)[N:15]=2)[CH2:10][CH2:9]1)=[O:7])([CH3:4])([CH3:3])[CH3:2], predict the reactants needed to synthesize it. The reactants are: [C:1]([O:5][C:6]([N:8]1[CH2:13][CH2:12][N:11]([C:14]2[CH:19]=[CH:18][CH:17]=[C:16](Br)[N:15]=2)[CH2:10][CH2:9]1)=[O:7])([CH3:4])([CH3:3])[CH3:2].[CH3:21][C:22]1([CH3:41])[CH2:31][CH2:30][CH2:29][C:28]2[CH:27]=[C:26](B3OC(C)(C)C(C)(C)O3)[CH:25]=[CH:24][C:23]1=2.O.O.O.P([O-])([O-])([O-])=O.[K+].[K+].[K+].O. (5) Given the product [Cl:1][C:2]1[CH:3]=[C:4]2[C:9](=[CH:10][C:11]=1[O:12][CH3:13])[NH:8][C:7]([CH3:14])=[C:6]([C:15]1[CH:20]=[CH:19][C:18]([O:21][C:22]3[CH:23]=[CH:24][C:25]([O:28][C:29]([F:31])([F:32])[F:30])=[CH:26][CH:27]=3)=[CH:17][C:16]=1[F:33])[C:5]2=[O:34], predict the reactants needed to synthesize it. The reactants are: [Cl:1][C:2]1[CH:3]=[C:4]2[C:9](=[CH:10][C:11]=1[O:12][CH3:13])[N:8]=[C:7]([CH3:14])[C:6]([C:15]1[CH:20]=[CH:19][C:18]([O:21][C:22]3[CH:27]=[CH:26][C:25]([O:28][C:29]([F:32])([F:31])[F:30])=[CH:24][CH:23]=3)=[CH:17][C:16]=1[F:33])=[C:5]2[O:34]CC.FC1C=C(OC2C=CC(OC(F)(F)F)=CC=2)C=CC=1B(O)O.C([O-])([O-])=O.[Na+].[Na+].CN(C=O)C. (6) Given the product [CH2:21]([O:22][CH:6]1[CH:2]([OH:7])[CH2:3][N:4]([C:8]([O:10][C:11]([CH3:14])([CH3:13])[CH3:12])=[O:9])[CH2:5]1)[C:15]1[CH:20]=[CH:19][CH:18]=[CH:17][CH:16]=1, predict the reactants needed to synthesize it. The reactants are: [Na].[CH:2]12[O:7][CH:6]1[CH2:5][N:4]([C:8]([O:10][C:11]([CH3:14])([CH3:13])[CH3:12])=[O:9])[CH2:3]2.[C:15]1([CH2:21][OH:22])[CH:20]=[CH:19][CH:18]=[CH:17][CH:16]=1.